The task is: Binary Classification. Given a T-cell receptor sequence (or CDR3 region) and an epitope sequence, predict whether binding occurs between them.. This data is from TCR-epitope binding with 47,182 pairs between 192 epitopes and 23,139 TCRs. (1) The epitope is KLNVGDYFV. The TCR CDR3 sequence is CSARAGVEQFF. Result: 1 (the TCR binds to the epitope). (2) The epitope is VLWAHGFEL. The TCR CDR3 sequence is CASSLGWGQSGELFF. Result: 1 (the TCR binds to the epitope). (3) The epitope is VLWAHGFEL. The TCR CDR3 sequence is CASSASWGMSTDTQYF. Result: 1 (the TCR binds to the epitope). (4) The epitope is SEVGPEHSLAEY. The TCR CDR3 sequence is CASSRGTGGTTDTQYF. Result: 1 (the TCR binds to the epitope).